This data is from Catalyst prediction with 721,799 reactions and 888 catalyst types from USPTO. The task is: Predict which catalyst facilitates the given reaction. (1) Reactant: [C:1]1([CH:7]([C:25]2[CH:30]=[CH:29][CH:28]=[CH:27][CH:26]=2)[CH2:8][NH:9][CH2:10][CH2:11][C@@H:12]([CH3:24])[O:13][C:14]2[CH:15]=[C:16]([CH2:20][C:21]([OH:23])=[O:22])[CH:17]=[CH:18][CH:19]=2)[CH:6]=[CH:5][CH:4]=[CH:3][CH:2]=1.[F:31][C:32]([F:43])([F:42])[C:33]1[CH:34]=[C:35]([CH:38]=[CH:39][C:40]=1[F:41])[CH:36]=O.COC(=O)C.[Cl:49]C1C(C(F)(F)F)=CC=CC=1C=O.Cl.CCOCC. Product: [ClH:49].[F:42][C:32]([F:31])([F:43])[C:33]1[CH:34]=[C:35]([CH:38]=[CH:39][C:40]=1[F:41])[CH2:36][N:9]([CH2:8][CH:7]([C:1]1[CH:2]=[CH:3][CH:4]=[CH:5][CH:6]=1)[C:25]1[CH:26]=[CH:27][CH:28]=[CH:29][CH:30]=1)[CH2:10][CH2:11][C@@H:12]([CH3:24])[O:13][C:14]1[CH:15]=[C:16]([CH2:20][C:21]([OH:23])=[O:22])[CH:17]=[CH:18][CH:19]=1. The catalyst class is: 28. (2) Reactant: [F:1][C:2]([F:22])([F:21])[C:3]1[CH:4]=[C:5]([CH:18]=[CH:19][CH:20]=1)[O:6][C:7]1[C:16]2[CH:15]=[CH:14][CH:13]=[C:12]([NH2:17])[C:11]=2[CH:10]=[CH:9][N:8]=1.[Cl:23][C:24]1[CH:32]=[CH:31][C:30]([CH2:33][NH:34][C:35](=[O:40])[C:36]([CH3:39])([CH3:38])[CH3:37])=[CH:29][C:25]=1[C:26](O)=[O:27].C(Cl)(=O)C(Cl)=O.CCN(C(C)C)C(C)C. Product: [Cl:23][C:24]1[CH:32]=[CH:31][C:30]([CH2:33][NH:34][C:35](=[O:40])[C:36]([CH3:38])([CH3:37])[CH3:39])=[CH:29][C:25]=1[C:26]([NH:17][C:12]1[CH:13]=[CH:14][CH:15]=[C:16]2[C:11]=1[CH:10]=[CH:9][N:8]=[C:7]2[O:6][C:5]1[CH:18]=[CH:19][CH:20]=[C:3]([C:2]([F:1])([F:21])[F:22])[CH:4]=1)=[O:27]. The catalyst class is: 85. (3) Reactant: F[C:2]1[N:7]=[CH:6][C:5]([C:8]2[S:9][C:10]3[CH:16]=[C:15]([O:17][CH3:18])[CH:14]=[CH:13][C:11]=3[N:12]=2)=[CH:4][CH:3]=1.[CH3:19][NH:20][CH3:21].O. Product: [CH3:18][O:17][C:15]1[CH:14]=[CH:13][C:11]2[N:12]=[C:8]([C:5]3[CH:4]=[CH:3][C:2]([N:20]([CH3:21])[CH3:19])=[N:7][CH:6]=3)[S:9][C:10]=2[CH:16]=1. The catalyst class is: 1. (4) Reactant: [Br:1][C:2]1[C:3]([O:17][CH2:18][O:19][CH3:20])=[CH:4][C:5]([O:12][CH2:13][CH:14]2[CH2:16][CH2:15]2)=[C:6]([CH:11]=1)[C:7](OC)=[O:8].[H-].[Al+3].[Li+].[H-].[H-].[H-].O.[OH-].[Na+]. Product: [Br:1][C:2]1[C:3]([O:17][CH2:18][O:19][CH3:20])=[CH:4][C:5]([O:12][CH2:13][CH:14]2[CH2:16][CH2:15]2)=[C:6]([CH2:7][OH:8])[CH:11]=1. The catalyst class is: 7. (5) Reactant: [ClH:1].[NH:2]1[CH2:6][CH2:5][CH2:4][C@@H:3]1[CH2:7][C:8]([OH:10])=[O:9].[CH2:11]=O. Product: [ClH:1].[CH3:11][N:2]1[CH2:6][CH2:5][CH2:4][C@@H:3]1[CH2:7][C:8]([OH:10])=[O:9]. The catalyst class is: 43.